Dataset: Catalyst prediction with 721,799 reactions and 888 catalyst types from USPTO. Task: Predict which catalyst facilitates the given reaction. (1) Reactant: [OH:1][C:2]1[CH:13]=[CH:12][C:5]2[C:6]([C:9]([OH:11])=O)=[CH:7][S:8][C:4]=2[CH:3]=1.[C:14]([O:18][C:19](=[O:35])[CH2:20][NH:21][CH2:22][C:23]1[CH:24]=[C:25]([C:28]([O:30][C:31]([CH3:34])([CH3:33])[CH3:32])=[O:29])[S:26][CH:27]=1)([CH3:17])([CH3:16])[CH3:15].C(N(CC)C(C)C)(C)C.F[P-](F)(F)(F)(F)F.C(C(=NO[C+](N(C)C)N1CCOCC1)C(OCC)=O)#N. Product: [C:14]([O:18][C:19](=[O:35])[CH2:20][N:21]([CH2:22][C:23]1[CH:24]=[C:25]([C:28]([O:30][C:31]([CH3:34])([CH3:33])[CH3:32])=[O:29])[S:26][CH:27]=1)[C:9]([C:6]1[C:5]2[CH:12]=[CH:13][C:2]([OH:1])=[CH:3][C:4]=2[S:8][CH:7]=1)=[O:11])([CH3:16])([CH3:17])[CH3:15]. The catalyst class is: 42. (2) Reactant: [Br:1][C:2]1[CH:7]=[CH:6][C:5]([OH:8])=[C:4]([F:9])[C:3]=1[F:10].C(=O)([O-])[O-].[K+].[K+].Cl[CH2:18][C:19]1[CH:24]=[CH:23][C:22]([O:25][CH3:26])=[CH:21][CH:20]=1. Product: [Br:1][C:2]1[CH:7]=[CH:6][C:5]([O:8][CH2:18][C:19]2[CH:24]=[CH:23][C:22]([O:25][CH3:26])=[CH:21][CH:20]=2)=[C:4]([F:9])[C:3]=1[F:10]. The catalyst class is: 10. (3) Reactant: [CH:1]([C@H:4]1[C@@H:8]2[C@@H:9]3[C@@:22]([CH3:25])([CH2:23][CH2:24][C@@:7]2([C:31]([O:33][CH2:34][C:35]2[CH:40]=[CH:39][CH:38]=[CH:37][CH:36]=2)=[O:32])[CH2:6][CH2:5]1)[C@@:21]1([CH3:26])[CH:12]([C@:13]2([CH3:30])[C@@H:18]([CH2:19][CH2:20]1)[C:17]([CH3:28])([CH3:27])[C:16](=[O:29])[CH2:15][CH2:14]2)[CH2:11][CH2:10]3)([CH3:3])[CH3:2].C[Si]([N-][Si](C)(C)C)(C)C.[K+].[F:51][C:52]([F:71])([F:70])[S:53](N(C1C=CC=CC=1)[S:53]([C:52]([F:71])([F:70])[F:51])(=[O:55])=[O:54])(=[O:55])=[O:54]. Product: [CH:1]([C@H:4]1[C@@H:8]2[C@@H:9]3[C@@:22]([CH3:25])([CH2:23][CH2:24][C@@:7]2([C:31]([O:33][CH2:34][C:35]2[CH:36]=[CH:37][CH:38]=[CH:39][CH:40]=2)=[O:32])[CH2:6][CH2:5]1)[C@@:21]1([CH3:26])[CH:12]([C@:13]2([CH3:30])[C@@H:18]([CH2:19][CH2:20]1)[C:17]([CH3:27])([CH3:28])[C:16]([O:29][S:53]([C:52]([F:71])([F:70])[F:51])(=[O:55])=[O:54])=[CH:15][CH2:14]2)[CH2:11][CH2:10]3)([CH3:3])[CH3:2]. The catalyst class is: 182. (4) Reactant: [CH2:1]([O:3][C:4]1[CH:9]=[CH:8][CH:7]=[CH:6][C:5]=1B(O)O)[CH3:2].[F-].[K+].[N+:15]([C:18]1[CH:23]=[C:22]([N+:24]([O-:26])=[O:25])[CH:21]=[CH:20][C:19]=1Br)([O-:17])=[O:16].C(P(C(C)(C)C)C(C)(C)C)(C)(C)C. Product: [CH2:1]([O:3][C:4]1[CH:9]=[CH:8][CH:7]=[CH:6][C:5]=1[C:19]1[CH:20]=[CH:21][C:22]([N+:24]([O-:26])=[O:25])=[CH:23][C:18]=1[N+:15]([O-:17])=[O:16])[CH3:2]. The catalyst class is: 443. (5) Reactant: Br[C:2]1[C:3]([Cl:29])=[CH:4][CH:5]=[C:6]2[C:10]=1[NH:9][C:8]([C:11]([O:13][CH2:14][CH3:15])=[O:12])=[C:7]2[CH2:16][CH2:17][CH2:18][O:19][C:20]1[CH:25]=[C:24]([CH3:26])[C:23]([Cl:27])=[C:22]([CH3:28])[CH:21]=1.[B:30]1([B:30]2[O:34][C:33]([CH3:36])([CH3:35])[C:32]([CH3:38])([CH3:37])[O:31]2)[O:34][C:33]([CH3:36])([CH3:35])[C:32]([CH3:38])([CH3:37])[O:31]1.C([O-])(=O)C.[K+]. Product: [Cl:29][C:3]1[C:2]([B:30]2[O:34][C:33]([CH3:36])([CH3:35])[C:32]([CH3:38])([CH3:37])[O:31]2)=[C:10]2[C:6]([C:7]([CH2:16][CH2:17][CH2:18][O:19][C:20]3[CH:25]=[C:24]([CH3:26])[C:23]([Cl:27])=[C:22]([CH3:28])[CH:21]=3)=[C:8]([C:11]([O:13][CH2:14][CH3:15])=[O:12])[NH:9]2)=[CH:5][CH:4]=1. The catalyst class is: 215.